From a dataset of Forward reaction prediction with 1.9M reactions from USPTO patents (1976-2016). Predict the product of the given reaction. (1) Given the reactants Br[C:2]1[CH:3]=[C:4]([C:8]2[CH:9]=[N:10][C:11]3[N:12]([C:14]([C:17]4([C:20]5[CH:21]=[C:22]6[C:27](=[CH:28][CH:29]=5)[N:26]=[CH:25][CH:24]=[CH:23]6)[CH2:19][CH2:18]4)=[N:15][N:16]=3)[N:13]=2)[CH:5]=[CH:6][CH:7]=1.[CH3:30][N:31](C=O)C, predict the reaction product. The product is: [N:26]1[C:27]2[C:22](=[CH:21][C:20]([C:17]3([C:14]4[N:12]5[N:13]=[C:8]([C:4]6[CH:3]=[C:2]([CH:7]=[CH:6][CH:5]=6)[C:30]#[N:31])[CH:9]=[N:10][C:11]5=[N:16][N:15]=4)[CH2:19][CH2:18]3)=[CH:29][CH:28]=2)[CH:23]=[CH:24][CH:25]=1. (2) Given the reactants C([O:3][C:4]1[CH:5]=[C:6]([CH:9]=[CH:10][C:11]=1[OH:12])[C:7]#[N:8])C.COC1C=C(C=CC=1O)C#N, predict the reaction product. The product is: [OH:3][C:4]1[CH:5]=[C:6]([CH:9]=[CH:10][C:11]=1[OH:12])[C:7]#[N:8]. (3) Given the reactants [NH:1]1[CH:5]=[CH:4][CH:3]=[C:2]1[CH:6]=[O:7].[H-].[Na+].C([O:17][C@@H:18]1[C@H:22]([O:23]CC2C=CC=CC=2)[C@@H:21]([CH2:31][O:32]CC2C=CC=CC=2)[O:20][CH:19]1Cl)C1C=CC=CC=1.B(Br)(Br)Br.[NH4+].[OH-], predict the reaction product. The product is: [C@@H:19]1([N:1]2[CH:5]=[CH:4][CH:3]=[C:2]2[CH:6]=[O:7])[O:20][C@H:21]([CH2:31][OH:32])[C@@H:22]([OH:23])[C@H:18]1[OH:17].